From a dataset of Reaction yield outcomes from USPTO patents with 853,638 reactions. Predict the reaction yield, written as a fraction of the theoretical maximum amount of product (1.0 means a 100% yield; for example, 0.34 means a 34% yield). (1) The reactants are [Cl:1][C:2]1[CH:17]=[CH:16][C:15]([C@H:18]2[C@H:23]([O:24][CH2:25][C:26]3[CH:31]=[CH:30][CH:29]=[CH:28][CH:27]=3)[C@@H:22]([O:32][CH2:33][C:34]3[CH:39]=[CH:38][CH:37]=[CH:36][CH:35]=3)[C@H:21]([O:40][CH2:41][C:42]3[CH:47]=[CH:46][CH:45]=[CH:44][CH:43]=3)[C@@H:20]([CH2:48][O:49][CH2:50][C:51]3[CH:56]=[CH:55][CH:54]=[CH:53][CH:52]=3)[O:19]2)=[CH:14][C:3]=1[CH2:4][C:5]1[CH:10]=[CH:9][C:8]([CH2:11][CH2:12][OH:13])=[CH:7][CH:6]=1.S([O-])([O-])(=O)=O.[Na+].[Na+].[F:64][C:65]([F:73])(S(F)(=O)=O)C(O)=O.O. The catalyst is C(#N)C. The product is [CH2:41]([O:40][C@H:21]1[C@H:22]([O:32][CH2:33][C:34]2[CH:39]=[CH:38][CH:37]=[CH:36][CH:35]=2)[C@@H:23]([O:24][CH2:25][C:26]2[CH:31]=[CH:30][CH:29]=[CH:28][CH:27]=2)[C@H:18]([C:15]2[CH:16]=[CH:17][C:2]([Cl:1])=[C:3]([CH2:4][C:5]3[CH:6]=[CH:7][C:8]([CH2:11][CH2:12][O:13][CH:65]([F:73])[F:64])=[CH:9][CH:10]=3)[CH:14]=2)[O:19][C@@H:20]1[CH2:48][O:49][CH2:50][C:51]1[CH:52]=[CH:53][CH:54]=[CH:55][CH:56]=1)[C:42]1[CH:43]=[CH:44][CH:45]=[CH:46][CH:47]=1. The yield is 0.330. (2) The reactants are [C:1]([O:5][C:6]([NH:8][C:9]1[CH:14]=[CH:13][C:12]([CH2:15][CH2:16][CH2:17][O:18][C:19]2[CH:24]=[CH:23][C:22]([CH2:25][C@H:26]([O:32][CH2:33][CH3:34])[C:27]([O:29]CC)=[O:28])=[CH:21][CH:20]=2)=[CH:11][CH:10]=1)=[O:7])([CH3:4])([CH3:3])[CH3:2].[OH-].[Li+]. The catalyst is C1COCC1.O. The product is [C:1]([O:5][C:6]([NH:8][C:9]1[CH:10]=[CH:11][C:12]([CH2:15][CH2:16][CH2:17][O:18][C:19]2[CH:20]=[CH:21][C:22]([CH2:25][C@H:26]([O:32][CH2:33][CH3:34])[C:27]([OH:29])=[O:28])=[CH:23][CH:24]=2)=[CH:13][CH:14]=1)=[O:7])([CH3:3])([CH3:4])[CH3:2]. The yield is 0.960.